Dataset: Blood-brain barrier penetration binary classification data from Martins et al.. Task: Regression/Classification. Given a drug SMILES string, predict its absorption, distribution, metabolism, or excretion properties. Task type varies by dataset: regression for continuous measurements (e.g., permeability, clearance, half-life) or binary classification for categorical outcomes (e.g., BBB penetration, CYP inhibition). Dataset: bbb_martins. (1) The drug is O=C1[C@H]2[C@H]3C=C[C@H]([C@@H]4C=C[C@@H]43)[C@H]2C(=O)N1CCCCN1CCN(c2ncccn2)CC1. The result is 1 (penetrates BBB). (2) The drug is CN(C)CCCN1c2ccccc2Sc2cccnc21. The result is 1 (penetrates BBB). (3) The drug is CC1(C)S[C@@H]2[C@H](NC(=O)[C@H](NC(=O)Cc3ccc(C4=NCCCN4)cc3)c3ccccc3)C(=O)N2[C@H]1C(=O)O. The result is 0 (does not penetrate BBB). (4) The result is 1 (penetrates BBB). The drug is COCCCC/C(=N\OCCN)c1ccc(C(F)(F)F)cc1.O=C(O)/C=C\C(=O)O. (5) The result is 1 (penetrates BBB). The molecule is O=C(Cc1ccc(Cl)c(Cl)c1)N1CCc2occc2[C@H]1CN1CCCC1. (6) The compound is C[C@@H]1O[C@@H]1P(=O)(O)O. The result is 1 (penetrates BBB). (7) The compound is OC(CCN1CCCCC1)(c1ccccc1)C1CCCCC1. The result is 1 (penetrates BBB). (8) The molecule is CCCC(C)CC. The result is 1 (penetrates BBB). (9) The compound is CCC(=O)O[C@]1(c2ccccc2)CCN(C)C[C@@H]1CC. The result is 1 (penetrates BBB).